From a dataset of Forward reaction prediction with 1.9M reactions from USPTO patents (1976-2016). Predict the product of the given reaction. (1) Given the reactants FC(F)(F)S(O[C:7]1[CH2:8][CH2:9][N:10]([C:13]([O:15][C:16]([CH3:19])([CH3:18])[CH3:17])=[O:14])[CH2:11][CH:12]=1)(=O)=O.[Cl-].[Li+].C(=O)([O-])[O-].[K+].[K+].CC1(C)C(C)(C)OB([C:38]2[CH:43]=[CH:42][N:41]=[CH:40][CH:39]=2)O1, predict the reaction product. The product is: [N:10]1([C:13]([O:15][C:16]([CH3:19])([CH3:18])[CH3:17])=[O:14])[CH2:11][CH:12]=[C:7]([C:38]2[CH:43]=[CH:42][N:41]=[CH:40][CH:39]=2)[CH2:8][CH2:9]1. (2) Given the reactants [C:1]([O:9][CH2:10][CH3:11])(=[O:8])[CH2:2][C:3]([O:5][CH2:6][CH3:7])=[O:4].[Mg+2].[Cl-].[Cl-].[Br:15][C:16]1[CH:17]=[C:18]([C:24]2([C:30](O)=[O:31])[CH2:29][CH2:28][O:27][CH2:26][CH2:25]2)[CH:19]=[CH:20][C:21]=1[O:22][CH3:23].S(Cl)(Cl)=O, predict the reaction product. The product is: [Br:15][C:16]1[CH:17]=[C:18]([C:24]2([C:30]([CH:2]([C:3]([O:5][CH2:6][CH3:7])=[O:4])[C:1]([O:9][CH2:10][CH3:11])=[O:8])=[O:31])[CH2:25][CH2:26][O:27][CH2:28][CH2:29]2)[CH:19]=[CH:20][C:21]=1[O:22][CH3:23]. (3) The product is: [Cl:25][C:26]1[N:30]2[CH:31]=[C:32]([C:39]3[CH:43]=[CH:42][O:41][CH:40]=3)[CH:33]=[C:34]([C:35]([F:38])([F:37])[F:36])[C:29]2=[N:28][C:27]=1[C:44]([N:56]1[CH2:57][CH2:58][CH:54]([C:49]2[CH:50]=[CH:51][CH:52]=[CH:53][C:48]=2[F:47])[CH2:55]1)=[O:46]. Given the reactants CN(C(ON1N=NC2C=CC=NC1=2)=[N+](C)C)C.F[P-](F)(F)(F)(F)F.[Cl:25][C:26]1[N:30]2[CH:31]=[C:32]([C:39]3[CH:43]=[CH:42][O:41][CH:40]=3)[CH:33]=[C:34]([C:35]([F:38])([F:37])[F:36])[C:29]2=[N:28][C:27]=1[C:44]([OH:46])=O.[F:47][C:48]1[CH:53]=[CH:52][CH:51]=[CH:50][C:49]=1[CH:54]1[CH2:58][CH2:57][NH:56][CH2:55]1, predict the reaction product. (4) Given the reactants [CH3:1][O:2][C:3]1[N:12]=[C:11]2[C:6]([CH:7]=[CH:8][C:9](=[O:16])[N:10]2[CH2:13][CH:14]=O)=[CH:5][CH:4]=1.[NH:17]1[CH2:22][CH2:21][CH:20]([NH:23][C:24](=[O:30])[O:25][C:26]([CH3:29])([CH3:28])[CH3:27])[CH2:19][CH2:18]1.C(O)(=O)C.C(O[BH-](OC(=O)C)OC(=O)C)(=O)C.[Na+], predict the reaction product. The product is: [CH3:1][O:2][C:3]1[N:12]=[C:11]2[C:6]([CH:7]=[CH:8][C:9](=[O:16])[N:10]2[CH2:13][CH2:14][N:17]2[CH2:18][CH2:19][CH:20]([NH:23][C:24](=[O:30])[O:25][C:26]([CH3:28])([CH3:27])[CH3:29])[CH2:21][CH2:22]2)=[CH:5][CH:4]=1.